This data is from Full USPTO retrosynthesis dataset with 1.9M reactions from patents (1976-2016). The task is: Predict the reactants needed to synthesize the given product. (1) Given the product [C:29]([O:32][C:33]([N:21]1[CH2:20][C:19]([O:18][C:14]2[C:15]([F:17])=[CH:16][C:11]3[O:10][CH2:9][C:8](=[O:24])[N:7]([CH:5]([C:4]([O:3][CH2:1][CH3:2])=[O:25])[CH3:6])[C:12]=3[CH:13]=2)([CH3:23])[CH2:22]1)=[O:34])([CH3:31])([CH3:30])[CH3:28], predict the reactants needed to synthesize it. The reactants are: [CH2:1]([O:3][C:4](=[O:25])[CH:5]([N:7]1[C:12]2[CH:13]=[C:14]([O:18][C:19]3([CH3:23])[CH2:22][NH:21][CH2:20]3)[C:15]([F:17])=[CH:16][C:11]=2[O:10][CH2:9][C:8]1=[O:24])[CH3:6])[CH3:2].[OH-].[Na+].[CH3:28][C:29]([O:32][C:33](O[C:33]([O:32][C:29]([CH3:31])([CH3:30])[CH3:28])=[O:34])=[O:34])([CH3:31])[CH3:30]. (2) Given the product [O:1]=[C:2]1[C:6](=[CH:23][CH:24]=[CH:25][C:26]2[CH:31]=[CH:30][CH:29]=[CH:28][CH:27]=2)[S:5][C:4](=[S:7])[N:3]1[C:8]1[CH:9]=[CH:10][C:11]([C:12]([OH:14])=[O:13])=[CH:15][CH:16]=1, predict the reactants needed to synthesize it. The reactants are: [O:1]=[C:2]1[CH2:6][S:5][C:4](=[S:7])[N:3]1[C:8]1[CH:16]=[CH:15][C:11]([C:12]([OH:14])=[O:13])=[CH:10][CH:9]=1.N1CCCCC1.[CH:23](=O)[CH:24]=[CH:25][C:26]1[CH:31]=[CH:30][CH:29]=[CH:28][CH:27]=1. (3) Given the product [F:22][C:23]1[CH:28]=[CH:27][C:26]([C:2]2[CH:7]=[CH:6][C:5]([CH:8]([CH3:15])[CH2:9][NH:10][S:11]([CH3:14])(=[O:13])=[O:12])=[CH:4][CH:3]=2)=[CH:25][CH:24]=1, predict the reactants needed to synthesize it. The reactants are: Br[C:2]1[CH:7]=[CH:6][C:5]([CH:8]([CH3:15])[CH2:9][NH:10][S:11]([CH3:14])(=[O:13])=[O:12])=[CH:4][CH:3]=1.C(=O)([O-])[O-].[K+].[K+].[F:22][C:23]1[CH:28]=[CH:27][C:26](B(O)O)=[CH:25][CH:24]=1. (4) Given the product [NH2:28][C:26]1[N:25]=[C:17]([OH:19])[C:3]2[CH2:4][CH2:5][CH2:6][CH2:7][C:8]3([CH2:16][C:15]4[C:10](=[CH:11][CH:12]=[CH:13][CH:14]=4)[CH2:9]3)[C:2]=2[N:27]=1, predict the reactants needed to synthesize it. The reactants are: O=[C:2]1[C:8]2([CH2:16][C:15]3[C:10](=[CH:11][CH:12]=[CH:13][CH:14]=3)[CH2:9]2)[CH2:7][CH2:6][CH2:5][CH2:4][CH:3]1[C:17]([O:19]C)=O.[N+]([O-])(O)=O.[NH2:25][C:26]([NH2:28])=[NH:27].C(=O)([O-])[O-].[K+].[K+].O. (5) Given the product [O:4]1[C:8]2[CH:9]=[CH:10][CH:11]=[C:12]([N:13]3[CH2:18][CH2:17][N:16]([CH2:19][CH2:20][C@H:21]4[CH2:26][CH2:25][C@H:24]([NH:27][C:32](=[O:33])[CH2:31][CH2:30][O:29][CH3:28])[CH2:23][CH2:22]4)[CH2:15][CH2:14]3)[C:7]=2[O:6][CH2:5]1, predict the reactants needed to synthesize it. The reactants are: Cl.Cl.Cl.[O:4]1[C:8]2[CH:9]=[CH:10][CH:11]=[C:12]([N:13]3[CH2:18][CH2:17][N:16]([CH2:19][CH2:20][C@H:21]4[CH2:26][CH2:25][C@H:24]([NH2:27])[CH2:23][CH2:22]4)[CH2:15][CH2:14]3)[C:7]=2[O:6][CH2:5]1.[CH3:28][O:29][CH2:30][CH2:31][C:32](O)=[O:33]. (6) Given the product [C:20]1([C:18]2[O:19][C:12]([CH2:11][C:10]#[N:14])=[N:13][CH:17]=2)[CH:25]=[CH:24][CH:23]=[CH:22][CH:21]=1, predict the reactants needed to synthesize it. The reactants are: B(F)(F)F.CCOCC.[C:10](#[N:14])[CH2:11][C:12]#[N:13].[N+](=[CH:17][C:18]([C:20]1[CH:25]=[CH:24][CH:23]=[CH:22][CH:21]=1)=[O:19])=[N-]. (7) The reactants are: [CH2:1]([O:3][CH2:4][CH2:5][NH2:6])[CH3:2].[Br:7][C:8]1[CH:13]=[CH:12][C:11]([S:14](Cl)(=[O:16])=[O:15])=[CH:10][CH:9]=1.C(N(C(C)C)C(C)C)C.C([O-])(O)=O.[Na+]. Given the product [Br:7][C:8]1[CH:13]=[CH:12][C:11]([S:14]([NH:6][CH2:5][CH2:4][O:3][CH2:1][CH3:2])(=[O:16])=[O:15])=[CH:10][CH:9]=1, predict the reactants needed to synthesize it.